This data is from Full USPTO retrosynthesis dataset with 1.9M reactions from patents (1976-2016). The task is: Predict the reactants needed to synthesize the given product. (1) Given the product [O:17]([C:13]1[CH:14]=[CH:15][CH2:16][CH:11]([CH2:10][N:3]2[CH2:7][CH2:6][CH2:5][C:4]2=[O:8])[CH:12]=1)[C:18]1[CH:23]=[CH:22][CH:21]=[CH:20][CH:19]=1, predict the reactants needed to synthesize it. The reactants are: [H-].[Na+].[NH:3]1[CH2:7][CH2:6][CH2:5][C:4]1=[O:8].Br[CH2:10][C:11]1[CH:16]=[CH:15][CH:14]=[C:13]([O:17][C:18]2[CH:23]=[CH:22][CH:21]=[CH:20][CH:19]=2)[CH:12]=1. (2) Given the product [NH2:10][C:9]1[NH:11][C:19](=[O:20])[C:18]([O:17][C:16]2[CH:30]=[CH:31][C:13]([Cl:12])=[C:14]([C:32]([F:33])([F:34])[F:35])[CH:15]=2)=[C:24]([C:25]([F:28])([F:26])[F:27])[N:8]=1, predict the reactants needed to synthesize it. The reactants are: C(=O)([O-])[O-].[K+].[K+].Cl.[NH2:8][C:9]([NH2:11])=[NH:10].[Cl:12][C:13]1[CH:31]=[CH:30][C:16]([O:17][CH:18]([C:24](=O)[C:25]([F:28])([F:27])[F:26])[C:19](OCC)=[O:20])=[CH:15][C:14]=1[C:32]([F:35])([F:34])[F:33].Cl. (3) Given the product [CH:6]1[CH2:5][CH2:4][CH:3]=[CH:2][CH:1]=1.[CH2:8]=[CH:9][CH:10]=[CH2:11], predict the reactants needed to synthesize it. The reactants are: [C:1]1(C)[CH:6]=[CH:5][CH:4]=[CH:3][CH:2]=1.[CH2:8]=[CH:9][CH:10]=[CH2:11].CO.Cl. (4) Given the product [CH3:16][S:17]([N:3]1[CH2:8][CH2:7][C:6](=[O:9])[CH2:5][CH2:4]1)(=[O:19])=[O:18], predict the reactants needed to synthesize it. The reactants are: Cl.O.[NH:3]1[CH2:8][CH2:7][C:6](=[O:9])[CH2:5][CH2:4]1.C([O-])([O-])=O.[K+].[K+].[CH3:16][S:17](Cl)(=[O:19])=[O:18]. (5) Given the product [C:25]([C:17]1[N:16]([S:13]([C:7]2[CH:12]=[CH:11][CH:10]=[CH:9][CH:8]=2)(=[O:15])=[O:14])[C:20]2=[N:21][CH:22]=[CH:23][CH:24]=[C:19]2[CH:18]=1)#[CH:29], predict the reactants needed to synthesize it. The reactants are: C(=O)([O-])[O-].[K+].[K+].[C:7]1([S:13]([N:16]2[C:20]3=[N:21][CH:22]=[CH:23][CH:24]=[C:19]3[CH:18]=[C:17]2[CH:25]=O)(=[O:15])=[O:14])[CH:12]=[CH:11][CH:10]=[CH:9][CH:8]=1.[N+](=[C:29](P(=O)(OC)OC)C(=O)C)=[N-].O. (6) Given the product [NH2:8][C:7]1[C:2]([NH:24][C@H:25]2[C@@H:29]3[O:30][C:31]([CH3:33])([CH3:34])[O:32][C@@H:28]3[C@@H:27]([O:35][CH2:36][CH2:37][OH:38])[CH2:26]2)=[N:3][C:4]([S:10][CH2:11][CH2:12][CH3:13])=[N:5][C:6]=1[Cl:9], predict the reactants needed to synthesize it. The reactants are: Cl[C:2]1[C:7]([NH2:8])=[C:6]([Cl:9])[N:5]=[C:4]([S:10][CH2:11][CH2:12][CH3:13])[N:3]=1.C(O)(=O)[C@@H]([C@H](C(O)=O)O)O.[NH2:24][C@H:25]1[C@@H:29]2[O:30][C:31]([CH3:34])([CH3:33])[O:32][C@@H:28]2[C@@H:27]([O:35][CH2:36][CH2:37][OH:38])[CH2:26]1.CS(C)=O.C(N(CC)CC)C. (7) Given the product [Cl:30][C:28]1[CH:29]=[C:24]([C:20]2[CH:19]=[C:18]([S:15]([NH:14][C:13]3[CH:12]=[CH:11][N:10]=[CH:9][C:8]=3[S:5]([NH2:4])(=[O:6])=[O:7])(=[O:16])=[O:17])[CH:23]=[CH:22][CH:21]=2)[CH:25]=[N:26][C:27]=1[O:31][CH3:32], predict the reactants needed to synthesize it. The reactants are: C([N:4](CC=C)[S:5]([C:8]1[CH:9]=[N:10][CH:11]=[CH:12][C:13]=1[NH:14][S:15]([C:18]1[CH:23]=[CH:22][CH:21]=[C:20]([C:24]2[CH:25]=[N:26][C:27]([O:31][CH3:32])=[C:28]([Cl:30])[CH:29]=2)[CH:19]=1)(=[O:17])=[O:16])(=[O:7])=[O:6])C=C.CN1C(=O)CC(=O)N(C)C1=O. (8) Given the product [OH:25][CH2:24][CH2:23][CH2:22][NH:1][C:2]1[CH:10]=[C:9]2[C:5]([CH2:6][O:7][C:8]2=[C:11]2[C:19]3[C:14](=[CH:15][CH:16]=[CH:17][CH:18]=3)[NH:13][C:12]2=[O:20])=[CH:4][CH:3]=1, predict the reactants needed to synthesize it. The reactants are: [NH2:1][C:2]1[CH:10]=[C:9]2[C:5]([CH2:6][O:7][C:8]2=[C:11]2[C:19]3[C:14](=[CH:15][CH:16]=[CH:17][CH:18]=3)[NH:13][C:12]2=[O:20])=[CH:4][CH:3]=1.Br[CH2:22][CH2:23][CH2:24][OH:25]. (9) Given the product [CH3:13][O:14][C:15]1[CH:20]=[CH:19][CH:18]=[CH:17][C:16]=1[C:21]1[C:29]2[C:24](=[N:25][CH:26]=[C:27]([C:2]3[CH:7]=[CH:6][C:5]([C:8]4[NH:12][N:11]=[N:10][N:9]=4)=[CH:4][CH:3]=3)[CH:28]=2)[NH:23][N:22]=1, predict the reactants needed to synthesize it. The reactants are: Br[C:2]1[CH:7]=[CH:6][C:5]([C:8]2[NH:12][N:11]=[N:10][N:9]=2)=[CH:4][CH:3]=1.[CH3:13][O:14][C:15]1[CH:20]=[CH:19][CH:18]=[CH:17][C:16]=1[C:21]1[C:29]2[C:24](=[N:25][CH:26]=[C:27](B3OC(C)(C)C(C)(C)O3)[CH:28]=2)[N:23](COCC[Si](C)(C)C)[N:22]=1.